Dataset: Full USPTO retrosynthesis dataset with 1.9M reactions from patents (1976-2016). Task: Predict the reactants needed to synthesize the given product. (1) The reactants are: CO[CH:3](OC)[CH2:4][NH2:5].C([Li:12])CCC.[C:13]([C:15]1[C:23]2[C:18](=[CH:19][CH:20]=[C:21]([C:24]3[CH:29]=[N:28][CH:27]=[C:26]4[N:30](C(OC(C)(C)C)=O)[CH:31]=[CH:32][C:25]=34)[CH:22]=2)[N:17](C2CCCCO2)[N:16]=1)#[N:14].[NH2-].[Li+]. Given the product [NH2-:5].[Li+:12].[NH:5]1[CH:4]=[CH:3][N:14]=[C:13]1[C:15]1[C:23]2[C:18](=[CH:19][CH:20]=[C:21]([C:24]3[CH:29]=[N:28][CH:27]=[C:26]4[NH:30][CH:31]=[CH:32][C:25]=34)[CH:22]=2)[NH:17][N:16]=1, predict the reactants needed to synthesize it. (2) Given the product [C:29]([O:28][C:26]([N:22]1[CH2:23][CH2:24][CH:19]([C@@H:17]2[CH2:16][C:15]3[CH:25]=[C:11]([C:8]4[CH:7]=[CH:6][C:5]([S:2]([CH3:1])(=[O:4])=[O:3])=[CH:10][N:9]=4)[CH:12]=[CH:13][C:14]=3[O:18]2)[CH2:20][CH2:21]1)=[O:27])([CH3:32])([CH3:31])[CH3:30], predict the reactants needed to synthesize it. The reactants are: [CH3:1][S:2]([C:5]1[CH:6]=[CH:7][C:8]([C:11]2[CH:12]=[CH:13][C:14]3[O:18][C@H:17]([CH:19]4[CH2:24][CH2:23][NH:22][CH2:21][CH2:20]4)[CH2:16][C:15]=3[CH:25]=2)=[N:9][CH:10]=1)(=[O:4])=[O:3].[C:26](O[C:26]([O:28][C:29]([CH3:32])([CH3:31])[CH3:30])=[O:27])([O:28][C:29]([CH3:32])([CH3:31])[CH3:30])=[O:27].